Dataset: Catalyst prediction with 721,799 reactions and 888 catalyst types from USPTO. Task: Predict which catalyst facilitates the given reaction. Reactant: [BH4-].[Na+].[CH3:3][O:4][C:5]1[CH:19]=[CH:18][C:8]([CH2:9][N:10]2[C:14](=O)[CH:13]([CH3:16])[NH:12][C:11]2=[O:17])=[CH:7][CH:6]=1.CO.Cl. Product: [CH3:3][O:4][C:5]1[CH:19]=[CH:18][C:8]([CH2:9][N:10]2[CH2:14][CH:13]([CH3:16])[NH:12][C:11]2=[O:17])=[CH:7][CH:6]=1. The catalyst class is: 7.